This data is from Full USPTO retrosynthesis dataset with 1.9M reactions from patents (1976-2016). The task is: Predict the reactants needed to synthesize the given product. (1) Given the product [F:1][C:2]([F:23])([F:24])[C:3]1[CH:4]=[CH:5][C:6]([O:7][CH:8]([C:11]2[CH:16]=[CH:15][CH:14]=[C:13]([C:17]([F:18])([F:19])[F:20])[CH:12]=2)[CH2:9][OH:10])=[CH:21][CH:22]=1, predict the reactants needed to synthesize it. The reactants are: [F:1][C:2]([F:24])([F:23])[C:3]1[CH:22]=[CH:21][C:6]([O:7][CH:8]([C:11]2[CH:16]=[CH:15][CH:14]=[C:13]([C:17]([F:20])([F:19])[F:18])[CH:12]=2)[CH:9]=[O:10])=[CH:5][CH:4]=1.[BH4-].[Na+].O.CCOCC. (2) Given the product [CH3:39][N:40]([CH2:30][C:28]1[C:27]([C:32]2[CH:33]=[CH:34][CH:35]=[CH:36][CH:37]=2)=[N:26][N:25]([C:23]2[C:22]([CH3:38])=[CH:21][N:20]=[C:19]([NH:18][C:4]3[C:3]([O:2][CH3:1])=[CH:8][C:7]([N:9]4[CH2:14][CH2:13][O:12][CH2:11][CH2:10]4)=[C:6]([NH:15][C:3](=[O:2])[CH:4]=[CH2:5])[CH:5]=3)[N:24]=2)[CH:29]=1)[CH3:41], predict the reactants needed to synthesize it. The reactants are: [CH3:1][O:2][C:3]1[CH:8]=[C:7]([N:9]2[CH2:14][CH2:13][O:12][CH2:11][CH2:10]2)[C:6]([N+:15]([O-])=O)=[CH:5][C:4]=1[NH:18][C:19]1[N:24]=[C:23]([N:25]2[CH:29]=[C:28]([CH:30]=O)[C:27]([C:32]3[CH:37]=[CH:36][CH:35]=[CH:34][CH:33]=3)=[N:26]2)[C:22]([CH3:38])=[CH:21][N:20]=1.[CH3:39][NH:40][CH3:41]. (3) Given the product [N:1]1([C:7]2[CH:16]=[C:15]3[C:10]([CH2:11][CH2:12][CH2:13][C:14]3=[N:20][OH:19])=[CH:9][CH:8]=2)[CH2:6][CH2:5][O:4][CH2:3][CH2:2]1, predict the reactants needed to synthesize it. The reactants are: [N:1]1([C:7]2[CH:16]=[C:15]3[C:10]([CH2:11][CH2:12][CH2:13][C:14]3=O)=[CH:9][CH:8]=2)[CH2:6][CH2:5][O:4][CH2:3][CH2:2]1.[Cl-].[OH:19][NH3+:20].C([O-])(=O)C.[Na+].O. (4) Given the product [C:15]([O:14][C:9]1[CH:10]=[C:11]([CH:27]=[O:28])[C:12]2[S:19][C:5]([O:4][CH:1]([CH3:3])[CH3:2])=[N:6][C:7]=2[CH:8]=1)([CH3:18])([CH3:17])[CH3:16].[C:9]([O:14][CH2:15][CH3:18])(=[O:28])[CH3:8].[CH3:1][CH2:2][CH2:21][CH:20]([CH3:23])[CH3:22], predict the reactants needed to synthesize it. The reactants are: [CH:1]([O:4][C:5](=[S:19])[NH:6][C:7]1[CH:12]=[C:11](F)[CH:10]=[C:9]([O:14][C:15]([CH3:18])([CH3:17])[CH3:16])[CH:8]=1)([CH3:3])[CH3:2].[C:20]([Li])([CH3:23])([CH3:22])[CH3:21].CN(C)[CH:27]=[O:28]. (5) The reactants are: [F:1][C:2]1[CH:7]=[CH:6][C:5]([C:8]2[CH:12]=[C:11](C(OCC)=O)[S:10][N:9]=2)=[CH:4][CH:3]=1.[CH3:18][Mg]Br.C([O:23][CH2:24][CH3:25])C. Given the product [F:1][C:2]1[CH:3]=[CH:4][C:5]([C:8]2[CH:12]=[C:11]([C:24]([OH:23])([CH3:25])[CH3:18])[S:10][N:9]=2)=[CH:6][CH:7]=1, predict the reactants needed to synthesize it. (6) The reactants are: [NH:1]1[C:9]2[C:4](=[CH:5][C:6]([C:10]#[N:11])=[CH:7][CH:8]=2)[CH:3]=[N:2]1.[Br:12]Br.Cl. Given the product [Br:12][C:3]1[C:4]2[C:9](=[CH:8][CH:7]=[C:6]([C:10]#[N:11])[CH:5]=2)[NH:1][N:2]=1, predict the reactants needed to synthesize it. (7) The reactants are: [CH:1]([C:3]1[N:8]=[CH:7][C:6]([CH2:9][N:10]2[CH2:15][CH2:14][O:13][CH2:12][CH2:11]2)=[CH:5][CH:4]=1)=C.[O:16]1CCCC1. Given the product [N:10]1([CH2:9][C:6]2[CH:5]=[CH:4][C:3]([CH:1]=[O:16])=[N:8][CH:7]=2)[CH2:15][CH2:14][O:13][CH2:12][CH2:11]1, predict the reactants needed to synthesize it.